From a dataset of Peptide-MHC class II binding affinity with 134,281 pairs from IEDB. Regression. Given a peptide amino acid sequence and an MHC pseudo amino acid sequence, predict their binding affinity value. This is MHC class II binding data. (1) The peptide sequence is LEKISNEIKIVATPD. The binding affinity (normalized) is 0.441. The MHC is DRB1_1602 with pseudo-sequence DRB1_1602. (2) The peptide sequence is SGAGWSGMAEATSLD. The MHC is DRB5_0101 with pseudo-sequence DRB5_0101. The binding affinity (normalized) is 0.101. (3) The peptide sequence is RCALHWFPGSHLLAC. The MHC is DRB1_1602 with pseudo-sequence DRB1_1602. The binding affinity (normalized) is 0.454. (4) The peptide sequence is ITEADLDDEQEILNY. The MHC is HLA-DQA10102-DQB10501 with pseudo-sequence HLA-DQA10102-DQB10501. The binding affinity (normalized) is 0. (5) The peptide sequence is GNFERISGDLKTQID. The MHC is HLA-DPA10201-DPB10501 with pseudo-sequence HLA-DPA10201-DPB10501. The binding affinity (normalized) is 0.273. (6) The peptide sequence is QRRFGGTVIRNPLSR. The MHC is HLA-DQA10201-DQB10303 with pseudo-sequence HLA-DQA10201-DQB10303. The binding affinity (normalized) is 0.379.